This data is from Forward reaction prediction with 1.9M reactions from USPTO patents (1976-2016). The task is: Predict the product of the given reaction. The product is: [Br:1][C:2]1[CH:9]=[CH:8][CH:7]=[CH:6][C:3]=1[CH2:4][S:12][C:10](=[O:13])[CH3:11]. Given the reactants [Br:1][C:2]1[CH:9]=[CH:8][CH:7]=[CH:6][C:3]=1[CH2:4]Br.[C:10]([O-:13])(=[S:12])[CH3:11].[K+], predict the reaction product.